The task is: Predict which catalyst facilitates the given reaction.. This data is from Catalyst prediction with 721,799 reactions and 888 catalyst types from USPTO. (1) Reactant: [Cl:1][C:2]1[CH:3]=[C:4]([NH:8][C:9]([C:11]2[C:20]3[O:19][CH2:18][CH2:17][O:16][C:15]=3[CH:14]=[CH:13][CH:12]=2)=[O:10])[CH:5]=[CH:6][CH:7]=1.[CH3:21][Si]([N-][Si](C)(C)C)(C)C.[Li+].IC. Product: [Cl:1][C:2]1[CH:3]=[C:4]([N:8]([CH3:21])[C:9]([C:11]2[C:20]3[O:19][CH2:18][CH2:17][O:16][C:15]=3[CH:14]=[CH:13][CH:12]=2)=[O:10])[CH:5]=[CH:6][CH:7]=1. The catalyst class is: 7. (2) Reactant: O.[C:2]([O:7][CH2:8][CH2:9][N:10]([CH3:12])[CH3:11])(=[O:6])[C:3]([CH3:5])=[CH2:4].[C:13]([O:17][CH2:18][CH3:19])(=[O:16])[CH:14]=C.S(OOS([O-])(=O)=O)([O-])(=O)=O.[Na+].[Na+]. Product: [CH3:5][C:3]([C:2]([O:7][CH2:8][CH2:9][N:10]([CH3:12])[CH3:11])=[O:6])=[CH2:4].[CH3:14][C:13](=[O:16])[O:17][CH2:18][CH3:19]. The catalyst class is: 41. (3) Reactant: C(O[C:5](=[O:7])[CH3:6])(=O)C.[NH2:8][C:9]1[C:10]([CH3:15])=[N:11][CH:12]=[CH:13][CH:14]=1.C(N(C(C)C)CC)(C)C. Product: [CH3:15][C:10]1[C:9]([NH:8][C:5](=[O:7])[CH3:6])=[CH:14][CH:13]=[CH:12][N:11]=1. The catalyst class is: 4. (4) The catalyst class is: 20. Product: [S:1]1[CH:5]=[CH:4][CH:3]=[C:2]1[C:6]1[O:7][C:8]2[CH:14]=[C:13]([CH2:15][OH:16])[CH:12]=[CH:11][C:9]=2[N:10]=1. Reactant: [S:1]1[CH:5]=[CH:4][CH:3]=[C:2]1[C:6]1[O:7][C:8]2[CH:14]=[C:13]([C:15](OC)=[O:16])[CH:12]=[CH:11][C:9]=2[N:10]=1.C(=O)=O.CC(C)=O.[H-].[Al+3].[Li+].[H-].[H-].[H-].[OH-].[Na+].S([O-])([O-])(=O)=O.[Mg+2]. (5) Reactant: C([O:8][C:9]1[CH:10]=[CH:11][C:12]2[N:13]([CH2:25][OH:26])[C:14]3[C:19]([C:20]=2[CH:21]=1)=[CH:18][C:17]([N:22]([CH3:24])[CH3:23])=[CH:16][CH:15]=3)C1C=CC=CC=1.[C:27](O)(=O)C. Product: [CH3:23][N:22]([CH3:24])[C:17]1[CH:18]=[C:19]2[C:14](=[CH:15][CH:16]=1)[N:13]([CH2:25][O:26][CH3:27])[C:12]1[CH:11]=[CH:10][C:9]([OH:8])=[CH:21][C:20]2=1. The catalyst class is: 19. (6) Reactant: Cl.[NH2:2][CH2:3][CH2:4][C:5]([O:7][CH2:8][CH3:9])=[O:6].[CH2:10](Br)[C:11]1[CH:16]=[CH:15][CH:14]=[CH:13][CH:12]=1.C([O-])([O-])=O.[K+].[K+]. Product: [CH2:10]([N:2]([CH2:10][C:11]1[CH:16]=[CH:15][CH:14]=[CH:13][CH:12]=1)[CH2:3][CH2:4][C:5]([O:7][CH2:8][CH3:9])=[O:6])[C:11]1[CH:16]=[CH:15][CH:14]=[CH:13][CH:12]=1. The catalyst class is: 23. (7) Reactant: [Cl-].[Al+3].[Cl-].[Cl-].[Br:5][C:6]1[CH:11]=[CH:10][C:9]([S:12][CH2:13][CH2:14][C:15]([CH3:17])=[CH2:16])=[C:8]([Cl:18])[CH:7]=1.[OH-].[Na+]. Product: [Br:5][C:6]1[CH:11]=[C:10]2[C:9](=[C:8]([Cl:18])[CH:7]=1)[S:12][CH2:13][CH2:14][C:15]2([CH3:17])[CH3:16]. The catalyst class is: 2.